From a dataset of Reaction yield outcomes from USPTO patents with 853,638 reactions. Predict the reaction yield, written as a fraction of the theoretical maximum amount of product (1.0 means a 100% yield; for example, 0.34 means a 34% yield). (1) The yield is 0.750. The product is [CH2:10]([O:17][C:18](=[O:44])[C:19]([NH:28][C:29]([O:31][C:32]([CH3:35])([CH3:34])[CH3:33])=[O:30])([NH:36][C:37]([O:39][C:40]([CH3:41])([CH3:42])[CH3:43])=[O:38])[CH2:20][CH2:21][CH:22]=[O:27])[C:11]1[CH:16]=[CH:15][CH:14]=[CH:13][CH:12]=1. The catalyst is CCCCCC. The reactants are CC(C[AlH]CC(C)C)C.[CH2:10]([O:17][C:18](=[O:44])[C:19]([NH:36][C:37]([O:39][C:40]([CH3:43])([CH3:42])[CH3:41])=[O:38])([NH:28][C:29]([O:31][C:32]([CH3:35])([CH3:34])[CH3:33])=[O:30])[CH2:20][CH2:21][C:22](=[O:27])N(OC)C)[C:11]1[CH:16]=[CH:15][CH:14]=[CH:13][CH:12]=1. (2) The reactants are C([N-]C(C)C)(C)C.[Li+].[Br:9][C:10]1[S:11][CH:12]=[CH:13][C:14]=1[CH3:15].Br[C:17]1[CH:22]=[CH:21][CH:20]=[C:19]([CH3:23])[N:18]=1. The catalyst is [Cl-].[Cl-].[Zn+2].C1C=CC([P]([Pd]([P](C2C=CC=CC=2)(C2C=CC=CC=2)C2C=CC=CC=2)([P](C2C=CC=CC=2)(C2C=CC=CC=2)C2C=CC=CC=2)[P](C2C=CC=CC=2)(C2C=CC=CC=2)C2C=CC=CC=2)(C2C=CC=CC=2)C2C=CC=CC=2)=CC=1.C1COCC1. The product is [Br:9][C:10]1[S:11][C:12]([C:17]2[CH:22]=[CH:21][CH:20]=[C:19]([CH3:23])[N:18]=2)=[CH:13][C:14]=1[CH3:15]. The yield is 0.490.